From a dataset of NCI-60 drug combinations with 297,098 pairs across 59 cell lines. Regression. Given two drug SMILES strings and cell line genomic features, predict the synergy score measuring deviation from expected non-interaction effect. (1) Drug 1: CN1CCC(CC1)COC2=C(C=C3C(=C2)N=CN=C3NC4=C(C=C(C=C4)Br)F)OC. Drug 2: CC1C(C(=O)NC(C(=O)N2CCCC2C(=O)N(CC(=O)N(C(C(=O)O1)C(C)C)C)C)C(C)C)NC(=O)C3=C4C(=C(C=C3)C)OC5=C(C(=O)C(=C(C5=N4)C(=O)NC6C(OC(=O)C(N(C(=O)CN(C(=O)C7CCCN7C(=O)C(NC6=O)C(C)C)C)C)C(C)C)C)N)C. Cell line: NCI-H522. Synergy scores: CSS=18.6, Synergy_ZIP=2.68, Synergy_Bliss=10.8, Synergy_Loewe=10.7, Synergy_HSA=10.5. (2) Drug 1: CN(C)N=NC1=C(NC=N1)C(=O)N. Drug 2: C1CN1P(=S)(N2CC2)N3CC3. Cell line: NCI-H460. Synergy scores: CSS=36.3, Synergy_ZIP=-10.0, Synergy_Bliss=-5.62, Synergy_Loewe=-12.4, Synergy_HSA=-4.71. (3) Drug 1: C1=NC(=NC(=O)N1C2C(C(C(O2)CO)O)O)N. Drug 2: C(CCl)NC(=O)N(CCCl)N=O. Cell line: SR. Synergy scores: CSS=58.8, Synergy_ZIP=-2.50, Synergy_Bliss=-4.03, Synergy_Loewe=-6.40, Synergy_HSA=-0.281. (4) Drug 1: CC=C1C(=O)NC(C(=O)OC2CC(=O)NC(C(=O)NC(CSSCCC=C2)C(=O)N1)C(C)C)C(C)C. Drug 2: CCN(CC)CCNC(=O)C1=C(NC(=C1C)C=C2C3=C(C=CC(=C3)F)NC2=O)C. Cell line: COLO 205. Synergy scores: CSS=33.6, Synergy_ZIP=1.68, Synergy_Bliss=2.35, Synergy_Loewe=-46.6, Synergy_HSA=-1.81. (5) Drug 1: C#CCC(CC1=CN=C2C(=N1)C(=NC(=N2)N)N)C3=CC=C(C=C3)C(=O)NC(CCC(=O)O)C(=O)O. Drug 2: C1CN(P(=O)(OC1)NCCCl)CCCl. Cell line: NCI/ADR-RES. Synergy scores: CSS=-2.17, Synergy_ZIP=0.206, Synergy_Bliss=-0.595, Synergy_Loewe=-1.30, Synergy_HSA=-3.11. (6) Synergy scores: CSS=43.1, Synergy_ZIP=3.62, Synergy_Bliss=1.54, Synergy_Loewe=-22.8, Synergy_HSA=-0.0737. Drug 1: C1=CC(=C2C(=C1NCCNCCO)C(=O)C3=C(C=CC(=C3C2=O)O)O)NCCNCCO. Drug 2: CC1=C(C=C(C=C1)C(=O)NC2=CC(=CC(=C2)C(F)(F)F)N3C=C(N=C3)C)NC4=NC=CC(=N4)C5=CN=CC=C5. Cell line: SNB-19. (7) Drug 1: CC1C(C(CC(O1)OC2CC(OC(C2O)C)OC3=CC4=CC5=C(C(=O)C(C(C5)C(C(=O)C(C(C)O)O)OC)OC6CC(C(C(O6)C)O)OC7CC(C(C(O7)C)O)OC8CC(C(C(O8)C)O)(C)O)C(=C4C(=C3C)O)O)O)O. Drug 2: CCN(CC)CCCC(C)NC1=C2C=C(C=CC2=NC3=C1C=CC(=C3)Cl)OC. Cell line: OVCAR-5. Synergy scores: CSS=59.5, Synergy_ZIP=-4.31, Synergy_Bliss=-1.37, Synergy_Loewe=-6.48, Synergy_HSA=-1.63.